Dataset: Full USPTO retrosynthesis dataset with 1.9M reactions from patents (1976-2016). Task: Predict the reactants needed to synthesize the given product. (1) Given the product [C:1]([O:5][C:6]([NH:8][C@@H:9]([CH2:31][N:32]([CH:38]1[CH2:40][CH2:39]1)[CH2:33][CH2:34][CH2:35][CH:36]=[CH2:37])[C:10]([N:12]1[CH2:16][C@H:15]([O:17][Si:46]([C:49]([CH3:52])([CH3:51])[CH3:50])([CH3:48])[CH3:47])[CH2:14][C@H:13]1[C:18]([NH:20][C@:21]1([C:26]([O:28][CH2:29][CH3:30])=[O:27])[CH2:23][C@H:22]1[CH:24]=[CH2:25])=[O:19])=[O:11])=[O:7])([CH3:2])([CH3:3])[CH3:4], predict the reactants needed to synthesize it. The reactants are: [C:1]([O:5][C:6]([NH:8][C@@H:9]([CH2:31][N:32]([CH:38]1[CH2:40][CH2:39]1)[CH2:33][CH2:34][CH2:35][CH:36]=[CH2:37])[C:10]([N:12]1[CH2:16][C@H:15]([OH:17])[CH2:14][C@H:13]1[C:18]([NH:20][C@:21]1([C:26]([O:28][CH2:29][CH3:30])=[O:27])[CH2:23][C@H:22]1[CH:24]=[CH2:25])=[O:19])=[O:11])=[O:7])([CH3:4])([CH3:3])[CH3:2].N1C=CN=C1.[Si:46](Cl)([C:49]([CH3:52])([CH3:51])[CH3:50])([CH3:48])[CH3:47]. (2) Given the product [C:33]([N:23]1[CH2:24][CH2:25][CH:20]([C:17]2[CH:18]=[C:19]3[C:14](=[CH:15][C:16]=2[O:26][CH3:27])[N:13]=[CH:12][C:11]([C:28]([O:30][CH2:31][CH3:32])=[O:29])=[C:10]3[NH:9][C:3]2[CH:4]=[CH:5][C:6]([F:8])=[CH:7][C:2]=2[F:1])[CH2:21][CH2:22]1)(=[O:35])[CH3:34], predict the reactants needed to synthesize it. The reactants are: [F:1][C:2]1[CH:7]=[C:6]([F:8])[CH:5]=[CH:4][C:3]=1[NH:9][C:10]1[C:19]2[C:14](=[CH:15][C:16]([O:26][CH3:27])=[C:17]([CH:20]3[CH2:25][CH2:24][NH:23][CH2:22][CH2:21]3)[CH:18]=2)[N:13]=[CH:12][C:11]=1[C:28]([O:30][CH2:31][CH3:32])=[O:29].[C:33](OC(=O)C)(=[O:35])[CH3:34]. (3) The reactants are: FC1C=C(N)C=CC=1OC1C=CN=C2C=C(C3N(C)C=CN=3)SC=12.[F:25][C:26]1[CH:47]=[C:46]([N+:48]([O-])=O)[CH:45]=[CH:44][C:27]=1[O:28][C:29]1[CH:34]=[CH:33][N:32]=[C:31]2[CH:35]=[C:36]([C:38]3[N:39]=[CH:40][N:41]([CH3:43])[CH:42]=3)[S:37][C:30]=12. Given the product [F:25][C:26]1[CH:47]=[C:46]([NH2:48])[CH:45]=[CH:44][C:27]=1[O:28][C:29]1[CH:34]=[CH:33][N:32]=[C:31]2[CH:35]=[C:36]([C:38]3[N:39]=[CH:40][N:41]([CH3:43])[CH:42]=3)[S:37][C:30]=12, predict the reactants needed to synthesize it.